Dataset: Cav3 T-type calcium channel HTS with 100,875 compounds. Task: Binary Classification. Given a drug SMILES string, predict its activity (active/inactive) in a high-throughput screening assay against a specified biological target. The drug is O=C(N\N=C1/CC(CC=C1C)C(C)=C)CNc1ccc(OCC)cc1. The result is 0 (inactive).